Task: Binary Classification. Given a T-cell receptor sequence (or CDR3 region) and an epitope sequence, predict whether binding occurs between them.. Dataset: TCR-epitope binding with 47,182 pairs between 192 epitopes and 23,139 TCRs The epitope is RLRAEAQVK. The TCR CDR3 sequence is CASRLSGSAYEQYF. Result: 1 (the TCR binds to the epitope).